Regression/Classification. Given a drug SMILES string, predict its absorption, distribution, metabolism, or excretion properties. Task type varies by dataset: regression for continuous measurements (e.g., permeability, clearance, half-life) or binary classification for categorical outcomes (e.g., BBB penetration, CYP inhibition). Dataset: cyp2c19_veith. From a dataset of CYP2C19 inhibition data for predicting drug metabolism from PubChem BioAssay. (1) The compound is N#CC(c1ccc(Cl)cc1)(c1ncc(C(F)(F)F)cc1Cl)N1CCOCC1. The result is 1 (inhibitor). (2) The compound is OC(Cc1nc2ccccc2[nH]1)c1ccccc1Cl. The result is 1 (inhibitor). (3) The compound is COC(=O)[C@H](C)[C@H]1C[C@]1(C)[C@H](NC(=O)OCc1ccccc1)c1ccccc1. The result is 1 (inhibitor). (4) The molecule is CCOc1ccc2ccccc2c1C(=O)N[C@@H]1C(=O)N2[C@@H](C(=O)[O-])C(C)(C)S[C@H]12.O.[Na+]. The result is 0 (non-inhibitor). (5) The drug is Cc1cccc(C)c1NC(=O)C(c1ccc(Cl)cc1Cl)N1CCCCC1. The result is 1 (inhibitor). (6) The molecule is N#CCCn1c(=O)c(-c2cc(F)cc(F)c2)nc2cnc(Nc3ccccc3)nc21. The result is 0 (non-inhibitor). (7) The drug is CC(=O)N[C@H](Cc1ccc(O)cc1)C(=O)O. The result is 0 (non-inhibitor).